Dataset: Forward reaction prediction with 1.9M reactions from USPTO patents (1976-2016). Task: Predict the product of the given reaction. (1) Given the reactants [CH:1]([C:3]1[N:11]2[C:6]([CH:7]=[CH:8][CH:9]=[CH:10]2)=[CH:5][C:4]=1[C:12]([O:14][CH2:15][CH3:16])=[O:13])=O.[NH:17]1[CH2:22][CH2:21][O:20][CH2:19][CH2:18]1.CC(O)=O.[BH-](OC(C)=O)(OC(C)=O)OC(C)=O.[Na+], predict the reaction product. The product is: [N:17]1([CH2:1][C:3]2[N:11]3[C:6]([CH:7]=[CH:8][CH:9]=[CH:10]3)=[CH:5][C:4]=2[C:12]([O:14][CH2:15][CH3:16])=[O:13])[CH2:22][CH2:21][O:20][CH2:19][CH2:18]1. (2) Given the reactants C([O:3][C:4]([N:6]1[C:11]([S:12][CH2:13][CH3:14])=[CH:10][CH:9]=[CH:8][NH:7]1)=[O:5])C.[OH-].[Na+].Cl, predict the reaction product. The product is: [CH2:13]([S:12][C:11]1[N:6]([C:4]([OH:5])=[O:3])[NH:7][CH:8]=[CH:9][CH:10]=1)[CH3:14]. (3) Given the reactants [CH2:1]([N:5]([CH2:13][CH2:14][CH2:15][CH3:16])[C:6]([C:8]1[CH:12]=[CH:11][NH:10][N:9]=1)=[O:7])[CH2:2][CH2:3][CH3:4].[Cl:17]C1C(C(O)=O)=NNC=1, predict the reaction product. The product is: [CH2:1]([N:5]([CH2:13][CH2:14][CH2:15][CH3:16])[C:6]([C:8]1[C:12]([Cl:17])=[CH:11][NH:10][N:9]=1)=[O:7])[CH2:2][CH2:3][CH3:4]. (4) Given the reactants [CH:1]1([CH2:4][O:5][C:6]2[C:11]([N:12]3[CH2:15][C:14]([F:17])([F:16])[CH2:13]3)=[CH:10][N:9]=[C:8]([C:18]([OH:20])=O)[CH:7]=2)[CH2:3][CH2:2]1.[NH2:21][CH:22]([C:26]([CH3:29])([CH3:28])[CH3:27])[C:23]([NH2:25])=[O:24].Cl, predict the reaction product. The product is: [NH2:25][C:23](=[O:24])[CH:22]([NH:21][C:18]([C:8]1[CH:7]=[C:6]([O:5][CH2:4][CH:1]2[CH2:2][CH2:3]2)[C:11]([N:12]2[CH2:13][C:14]([F:16])([F:17])[CH2:15]2)=[CH:10][N:9]=1)=[O:20])[C:26]([CH3:29])([CH3:28])[CH3:27]. (5) Given the reactants C([O:3][C:4]([CH2:6][N:7]1[C:12](=[O:13])[CH:11]=[C:10]([NH:14][C:15]2[CH:20]=[CH:19][C:18]([CH3:21])=[C:17]([CH2:22][CH3:23])[CH:16]=2)[NH:9][C:8]1=[O:24])=[O:5])C.[OH-].[K+], predict the reaction product. The product is: [C:4]([CH2:6][N:7]1[C:12](=[O:13])[CH:11]=[C:10]([NH:14][C:15]2[CH:20]=[CH:19][C:18]([CH3:21])=[C:17]([CH2:22][CH3:23])[CH:16]=2)[NH:9][C:8]1=[O:24])([OH:5])=[O:3]. (6) Given the reactants O=C1CCC(=O)N1O[C:9](=[O:25])[C@@H:10]([NH:17][C:18]([O:20][C:21]([CH3:24])([CH3:23])[CH3:22])=[O:19])[CH2:11][O:12][C:13]([CH3:16])([CH3:15])[CH3:14].C(N(C(C)C)C(C)C)C.FC(F)(F)C([O-])=O.[NH2:42][CH2:43][CH2:44][O:45][CH2:46][CH2:47][O:48][CH2:49][CH2:50][O:51][CH2:52][CH2:53][O:54][CH2:55][CH2:56][O:57][CH2:58][CH2:59][O:60][CH2:61][CH2:62][O:63][CH2:64][CH2:65][O:66][CH2:67][CH2:68][O:69][CH2:70][CH2:71][NH:72][C:73](=[O:84])[C:74]1[CH:79]=[CH:78][CH:77]=[C:76]([O:80][CH2:81][C:82]#[CH:83])[CH:75]=1, predict the reaction product. The product is: [C:13]([O:12][CH2:11][C@H:10]([NH:17][C:18]([O:20][C:21]([CH3:22])([CH3:23])[CH3:24])=[O:19])[C:9]([NH:42][CH2:43][CH2:44][O:45][CH2:46][CH2:47][O:48][CH2:49][CH2:50][O:51][CH2:52][CH2:53][O:54][CH2:55][CH2:56][O:57][CH2:58][CH2:59][O:60][CH2:61][CH2:62][O:63][CH2:64][CH2:65][O:66][CH2:67][CH2:68][O:69][CH2:70][CH2:71][NH:72][C:73](=[O:84])[C:74]1[CH:79]=[CH:78][CH:77]=[C:76]([O:80][CH2:81][C:82]#[CH:83])[CH:75]=1)=[O:25])([CH3:14])([CH3:15])[CH3:16]. (7) Given the reactants [CH3:1][C@@H:2]1[NH:6][CH2:5][C@@H:4]([CH2:7][N:8]2[C:12]3[CH:13]=[CH:14][C:15]([C:17]4[CH:18]=[N:19][N:20](C5CCCCO5)[CH:21]=4)=[CH:16][C:11]=3[N:10]=[CH:9]2)[CH2:3]1.[C:28]1([S:34](Cl)(=[O:36])=[O:35])[CH:33]=[CH:32][CH:31]=[CH:30][CH:29]=1, predict the reaction product. The product is: [CH3:1][C@@H:2]1[N:6]([S:34]([C:28]2[CH:33]=[CH:32][CH:31]=[CH:30][CH:29]=2)(=[O:36])=[O:35])[CH2:5][C@@H:4]([CH2:7][N:8]2[C:12]3[CH:13]=[CH:14][C:15]([C:17]4[CH:18]=[N:19][NH:20][CH:21]=4)=[CH:16][C:11]=3[N:10]=[CH:9]2)[CH2:3]1.